Task: Regression. Given a peptide amino acid sequence and an MHC pseudo amino acid sequence, predict their binding affinity value. This is MHC class II binding data.. Dataset: Peptide-MHC class II binding affinity with 134,281 pairs from IEDB (1) The peptide sequence is DRPFQLFEFYAREPDV. The MHC is DRB1_1301 with pseudo-sequence DRB1_1301. The binding affinity (normalized) is 0. (2) The peptide sequence is CGHGNKSSGPNELGRFKH. The MHC is DRB3_0101 with pseudo-sequence DRB3_0101. The binding affinity (normalized) is 0. (3) The MHC is DRB1_0101 with pseudo-sequence DRB1_0101. The binding affinity (normalized) is 0.340. The peptide sequence is ANDGVFDIRSEEFED. (4) The peptide sequence is AAPEAARSLASSLPG. The MHC is DRB1_1501 with pseudo-sequence DRB1_1501. The binding affinity (normalized) is 0.128. (5) The binding affinity (normalized) is 0.414. The peptide sequence is NPYENLLYKLCLSGE. The MHC is DRB1_0101 with pseudo-sequence DRB1_0101. (6) The peptide sequence is GELQIVDKIDAAHKI. The MHC is DRB1_0404 with pseudo-sequence DRB1_0404. The binding affinity (normalized) is 0.589. (7) The peptide sequence is YDKFLANVSTVLTRK. The MHC is DRB1_0101 with pseudo-sequence DRB1_0101. The binding affinity (normalized) is 1.00. (8) The peptide sequence is IYWTIVKPGDILLIN. The MHC is DRB1_1501 with pseudo-sequence DRB1_1501. The binding affinity (normalized) is 0.593. (9) The peptide sequence is AWRAHCQNRDLSQYIR. The MHC is H-2-IAd with pseudo-sequence H-2-IAd. The binding affinity (normalized) is 0.